From a dataset of Choline transporter screen with 302,306 compounds. Binary Classification. Given a drug SMILES string, predict its activity (active/inactive) in a high-throughput screening assay against a specified biological target. (1) The compound is S(=O)(=O)(NCCCC)c1cc2c(nc(cc2C(=O)NCC(OC)OC)c2cccnc2)cc1. The result is 0 (inactive). (2) The compound is Clc1c(CS(=O)(=O)c2oc(nn2)C(NC(OC(C)(C)C)=O)C(C)C)c(F)ccc1. The result is 0 (inactive).